Dataset: NCI-60 drug combinations with 297,098 pairs across 59 cell lines. Task: Regression. Given two drug SMILES strings and cell line genomic features, predict the synergy score measuring deviation from expected non-interaction effect. (1) Drug 1: COC1=C(C=C2C(=C1)N=CN=C2NC3=CC(=C(C=C3)F)Cl)OCCCN4CCOCC4. Drug 2: CC(C)CN1C=NC2=C1C3=CC=CC=C3N=C2N. Cell line: SF-295. Synergy scores: CSS=4.46, Synergy_ZIP=-2.20, Synergy_Bliss=-1.99, Synergy_Loewe=-1.70, Synergy_HSA=-1.36. (2) Drug 1: CN(C)N=NC1=C(NC=N1)C(=O)N. Drug 2: C(CN)CNCCSP(=O)(O)O. Cell line: BT-549. Synergy scores: CSS=11.5, Synergy_ZIP=8.14, Synergy_Bliss=12.6, Synergy_Loewe=10.0, Synergy_HSA=11.3.